Dataset: Forward reaction prediction with 1.9M reactions from USPTO patents (1976-2016). Task: Predict the product of the given reaction. (1) The product is: [F:1][C:2]1[CH:7]=[CH:6][C:5]([NH:8][C:9]([C:11]2[N:15]([CH3:16])[CH:14]=[C:13]([C:17](=[O:21])[C:18]([NH:29][C:25]3([CH3:24])[CH2:28][O:27][CH2:26]3)=[O:20])[CH:12]=2)=[O:10])=[CH:4][C:3]=1[CH3:22]. Given the reactants [F:1][C:2]1[CH:7]=[CH:6][C:5]([NH:8][C:9]([C:11]2[N:15]([CH3:16])[CH:14]=[C:13]([C:17](=[O:21])[C:18]([OH:20])=O)[CH:12]=2)=[O:10])=[CH:4][C:3]=1[CH3:22].Cl.[CH3:24][C:25]1([NH2:29])[CH2:28][O:27][CH2:26]1.C(N(CC)C(C)C)(C)C.F[P-](F)(F)(F)(F)F.N1(OC(N(C)C)=[N+](C)C)C2N=CC=CC=2N=N1, predict the reaction product. (2) Given the reactants [CH3:1][C@@H:2]1[CH2:7][N:6]([C:8]2[CH:17]=[CH:16][CH:15]=[C:14]3[C:9]=2[CH:10]=[CH:11][C:12]([CH3:18])=[N:13]3)[CH2:5][CH2:4][N:3]1[CH2:19][CH2:20][C:21]1[CH:30]=[CH:29][CH:28]=[C:27]2[C:22]=1[CH:23]=[CH:24][C:25]1[N:26]2[CH:31]=[N:32][C:33]=1[C:34]([O:36]CC)=O.[OH-].[K+].[ClH:41].Cl.CC1C=CC2C(=CC=CC=2N2CCN(CCC3C4OCC5=C(C(N)=O)N=CN5C=4C=CC=3)CC2)[N:45]=1, predict the reaction product. The product is: [ClH:41].[ClH:41].[CH3:1][C@@H:2]1[CH2:7][N:6]([C:8]2[CH:17]=[CH:16][CH:15]=[C:14]3[C:9]=2[CH:10]=[CH:11][C:12]([CH3:18])=[N:13]3)[CH2:5][CH2:4][N:3]1[CH2:19][CH2:20][C:21]1[CH:30]=[CH:29][CH:28]=[C:27]2[C:22]=1[CH:23]=[CH:24][C:25]1[N:26]2[CH:31]=[N:32][C:33]=1[C:34]([NH2:45])=[O:36]. (3) Given the reactants [CH3:1][C:2]1[CH:8]=[C:7]([S:9]C#N)[CH:6]=[C:5]([O:12][C:13]2[CH:18]=[CH:17][C:16]([S:19]([CH3:22])(=[O:21])=[O:20])=[CH:15][CH:14]=2)[C:3]=1[NH2:4].I[CH:24]([CH3:26])[CH3:25].[OH-].[Na+].[BH4-].[Na+], predict the reaction product. The product is: [CH:24]([S:9][C:7]1[CH:6]=[C:5]([O:12][C:13]2[CH:14]=[CH:15][C:16]([S:19]([CH3:22])(=[O:21])=[O:20])=[CH:17][CH:18]=2)[C:3]([NH2:4])=[C:2]([CH3:1])[CH:8]=1)([CH3:26])[CH3:25]. (4) The product is: [N+:23]([C:18]1[CH:19]=[CH:20][CH:21]=[CH:22][C:17]=1[NH:1][C:2]1[S:6][C:5]2[CH:7]=[CH:8][C:9]([CH3:11])=[CH:10][C:4]=2[C:3]=1[C:12]([O:14][CH3:15])=[O:13])([O-:25])=[O:24]. Given the reactants [NH2:1][C:2]1[S:6][C:5]2[CH:7]=[CH:8][C:9]([CH3:11])=[CH:10][C:4]=2[C:3]=1[C:12]([O:14][CH3:15])=[O:13].F[C:17]1[CH:22]=[CH:21][CH:20]=[CH:19][C:18]=1[N+:23]([O-:25])=[O:24], predict the reaction product. (5) Given the reactants [CH3:1][C@H:2]([C@H:23]([CH3:27])[CH2:24][CH2:25][CH3:26])[C:3](N1[C@@H](C2C=CC=CC=2)[C@@H](C2C=CC=CC=2)OC1=O)=[O:4].O[Li].O.OO.[O:33]1CCNC1=O.C1COCC1.[Li+].[OH-].O.OO, predict the reaction product. The product is: [CH3:1][C@H:2]([C@H:23]([CH3:27])[CH2:24][CH2:25][CH3:26])[C:3]([OH:4])=[O:33]. (6) Given the reactants Cl.Cl[CH2:3][C:4]1[CH:13]=[CH:12][C:11]2[C:6](=[CH:7][CH:8]=[CH:9][CH:10]=2)[N:5]=1.[C:14]([NH:17][CH:18]([C:24]([O:26][CH2:27][CH3:28])=[O:25])[C:19]([O:21][CH2:22][CH3:23])=[O:20])(=[O:16])[CH3:15].C[O-].[Na+], predict the reaction product. The product is: [CH2:27]([O:26][C:24](=[O:25])[CH:18]([NH:17][C:14](=[O:16])[CH2:15][CH2:3][C:4]1[CH:13]=[CH:12][C:11]2[C:6](=[CH:7][CH:8]=[CH:9][CH:10]=2)[N:5]=1)[C:19]([O:21][CH2:22][CH3:23])=[O:20])[CH3:28].